From a dataset of Reaction yield outcomes from USPTO patents with 853,638 reactions. Predict the reaction yield, written as a fraction of the theoretical maximum amount of product (1.0 means a 100% yield; for example, 0.34 means a 34% yield). (1) The reactants are [OH:1][C:2]1[CH:11]=[C:10]([OH:12])[C:9]([Cl:13])=[CH:8][C:3]=1[C:4]([O:6][CH3:7])=[O:5].C(=O)([O-])[O-].[K+].[K+].[CH3:20][O:21][C:22]1[CH:29]=[CH:28][C:25]([CH2:26]Cl)=[CH:24][CH:23]=1.O. The catalyst is CN(C=O)C. The product is [OH:1][C:2]1[CH:11]=[C:10]([O:12][CH2:26][C:25]2[CH:28]=[CH:29][C:22]([O:21][CH3:20])=[CH:23][CH:24]=2)[C:9]([Cl:13])=[CH:8][C:3]=1[C:4]([O:6][CH3:7])=[O:5]. The yield is 0.660. (2) The reactants are I[C:2]1[CH:7]=[CH:6][CH:5]=[CH:4][N:3]=1.[CH2:8]([C:12]1[N:16]([CH:17]([CH3:19])[CH3:18])[C:15]2[CH:20]=[CH:21][CH:22]=[CH:23][C:14]=2[N:13]=1)[CH2:9][C:10]#[CH:11]. No catalyst specified. The product is [CH:17]([N:16]1[C:15]2[CH:20]=[CH:21][CH:22]=[CH:23][C:14]=2[N:13]=[C:12]1[CH2:8][CH2:9][C:10]#[C:11][C:2]1[CH:7]=[CH:6][CH:5]=[CH:4][N:3]=1)([CH3:19])[CH3:18]. The yield is 0.410. (3) The reactants are [NH2:1][C:2]1[N:6]([CH3:7])[NH:5][C:4](=[O:8])[CH:3]=1.[Br:9][C:10]1[CH:17]=[CH:16][C:13]([CH:14]=O)=[CH:12][C:11]=1[Cl:18].[CH3:19][C:20]1([CH3:28])[CH2:25][CH2:24][C:23](=O)[CH2:22][C:21]1=[O:27]. No catalyst specified. The product is [Br:9][C:10]1[CH:17]=[CH:16][C:13]([CH:14]2[C:22]3[C:21](=[O:27])[C:20]([CH3:28])([CH3:19])[CH2:25][CH2:24][C:23]=3[NH:1][C:2]3[N:6]([CH3:7])[NH:5][C:4](=[O:8])[C:3]2=3)=[CH:12][C:11]=1[Cl:18]. The yield is 0.670. (4) The reactants are Br[C:2]1[CH:3]=[C:4]([C:9]2[CH:14]=[C:13]([Cl:15])[N:12]=[CH:11][C:10]=2[NH2:16])[C:5]([F:8])=[N:6][CH:7]=1.Br.[N:18]1([CH2:24][C:25]2[CH:30]=[CH:29][C:28](B(O)O)=[CH:27][CH:26]=2)[CH2:23][CH2:22][CH2:21][CH2:20][CH2:19]1. The catalyst is C(#N)C.[F-].[K+].O.Cl[Pd](Cl)([P](C1C=CC=CC=1)(C1C=CC=CC=1)C1C=CC=CC=1)[P](C1C=CC=CC=1)(C1C=CC=CC=1)C1C=CC=CC=1. The product is [Cl:15][C:13]1[N:12]=[CH:11][C:10]([NH2:16])=[C:9]([C:4]2[C:5]([F:8])=[N:6][CH:7]=[C:2]([C:28]3[CH:27]=[CH:26][C:25]([CH2:24][N:18]4[CH2:23][CH2:22][CH2:21][CH2:20][CH2:19]4)=[CH:30][CH:29]=3)[CH:3]=2)[CH:14]=1. The yield is 0.540. (5) The reactants are [CH2:1](OCC)C.C[Mg]Br.[C:9]([C:13]1[CH:18]=[CH:17][C:16]([C:19]2[S:20][CH:21]=[C:22]([CH:28]=[O:29])[C:23]=2[O:24][CH2:25][O:26][CH3:27])=[CH:15][CH:14]=1)([CH3:12])([CH3:11])[CH3:10].[Cl-].[NH4+]. The product is [C:9]([C:13]1[CH:18]=[CH:17][C:16]([C:19]2[S:20][CH:21]=[C:22]([CH:28]([OH:29])[CH3:1])[C:23]=2[O:24][CH2:25][O:26][CH3:27])=[CH:15][CH:14]=1)([CH3:12])([CH3:10])[CH3:11]. The yield is 0.800. The catalyst is C1COCC1. (6) The reactants are C(O)(=O)C.[NH:5]1[CH2:10][CH2:9][CH:8]([C@H:11]([OH:13])[CH3:12])[CH2:7][CH2:6]1.C([O-])([O-])=O.[K+].[K+].Cl[C:21]([O:23][CH:24]([CH3:26])[CH3:25])=[O:22]. The catalyst is O.C(Cl)Cl.CO. The product is [OH:13][C@@H:11]([CH:8]1[CH2:9][CH2:10][N:5]([C:21]([O:23][CH:24]([CH3:26])[CH3:25])=[O:22])[CH2:6][CH2:7]1)[CH3:12]. The yield is 0.980.